This data is from Reaction yield outcomes from USPTO patents with 853,638 reactions. The task is: Predict the reaction yield, written as a fraction of the theoretical maximum amount of product (1.0 means a 100% yield; for example, 0.34 means a 34% yield). (1) The reactants are Cl[C:2]1[N:7]=[C:6]([NH:8][C:9]2[NH:10][N:11]=[C:12]([CH:14]3[CH2:16][CH2:15]3)[CH:13]=2)[N:5]=[C:4]([NH:17][C:18]2[CH:26]=[C:25]3[C:21]([C:22](=[O:27])[NH:23][NH:24]3)=[CH:20][CH:19]=2)[N:3]=1.Cl.[CH3:29][O-:30].[Na+]. The catalyst is CO. The product is [CH:14]1([C:12]2[CH:13]=[C:9]([NH:8][C:6]3[N:7]=[C:2]([O:30][CH3:29])[N:3]=[C:4]([NH:17][C:18]4[CH:26]=[C:25]5[C:21]([C:22](=[O:27])[NH:23][NH:24]5)=[CH:20][CH:19]=4)[N:5]=3)[NH:10][N:11]=2)[CH2:16][CH2:15]1. The yield is 0.108. (2) The reactants are O=P12OP3(OP(OP(O3)(O1)=O)(=O)O2)=O.[Cl:15][C:16]1[CH:17]=[C:18]([CH:22]([OH:39])[CH2:23][O:24][C:25]2[CH:38]=[CH:37][C:28]([CH2:29][CH:30]3[S:34][C:33](=[O:35])[NH:32][C:31]3=[O:36])=[CH:27][CH:26]=2)[CH:19]=[CH:20][CH:21]=1.CS(C)=O.C([O-])(O)=O.[Na+]. The catalyst is C(Cl)Cl. The product is [Cl:15][C:16]1[CH:17]=[C:18]([C:22](=[O:39])[CH2:23][O:24][C:25]2[CH:38]=[CH:37][C:28]([CH2:29][CH:30]3[S:34][C:33](=[O:35])[NH:32][C:31]3=[O:36])=[CH:27][CH:26]=2)[CH:19]=[CH:20][CH:21]=1. The yield is 0.470. (3) The reactants are [CH2:1]([CH:3]([CH2:26][CH3:27])[CH:4]([NH:15][C:16]1[CH:25]=[CH:24][C:19]([C:20]([O:22]C)=[O:21])=[CH:18][CH:17]=1)[C:5]1[S:6][C:7]2[CH:14]=[CH:13][CH:12]=[CH:11][C:8]=2[C:9]=1[CH3:10])[CH3:2].O1CCCC1.[OH-].[Na+]. The catalyst is C(O)C. The product is [CH2:26]([CH:3]([CH2:1][CH3:2])[CH:4]([NH:15][C:16]1[CH:17]=[CH:18][C:19]([C:20]([OH:22])=[O:21])=[CH:24][CH:25]=1)[C:5]1[S:6][C:7]2[CH:14]=[CH:13][CH:12]=[CH:11][C:8]=2[C:9]=1[CH3:10])[CH3:27]. The yield is 0.950. (4) The product is [OH:36][NH:37][C:20](=[O:22])[CH2:19][CH2:18][CH2:17][C:14]1[CH:15]=[CH:16][C:11]([NH:10][S:7]([C:1]2[CH:6]=[CH:5][CH:4]=[CH:3][CH:2]=2)(=[O:9])=[O:8])=[CH:12][CH:13]=1. The yield is 0.130. The reactants are [C:1]1([S:7]([NH:10][C:11]2[CH:16]=[CH:15][C:14]([CH2:17][CH2:18][CH2:19][C:20]([OH:22])=O)=[CH:13][CH:12]=2)(=[O:9])=[O:8])[CH:6]=[CH:5][CH:4]=[CH:3][CH:2]=1.Cl.CN(C)CCCN=C=NCC.O.[OH:36][N:37]1C2C=CC=CC=2N=N1.NOC1CCCCO1.C12(CS(O)(=O)=O)C(C)(C)C(CC1)CC2=O. The catalyst is CN(C=O)C. (5) The reactants are [Cl:1][C:2]1[N:3]=[C:4]([N:14]2[CH2:19][CH2:18][O:17][CH2:16][CH2:15]2)[C:5]2[S:10][C:9]([CH2:11][NH:12][CH3:13])=[CH:8][C:6]=2[N:7]=1.[CH2:20]([N:23]1[CH2:28][CH2:27][C:26](=O)[CH2:25][CH2:24]1)[CH2:21][CH3:22]. No catalyst specified. The product is [Cl:1][C:2]1[N:3]=[C:4]([N:14]2[CH2:19][CH2:18][O:17][CH2:16][CH2:15]2)[C:5]2[S:10][C:9]([CH2:11][N:12]([CH3:13])[CH:26]3[CH2:27][CH2:28][N:23]([CH2:20][CH2:21][CH3:22])[CH2:24][CH2:25]3)=[CH:8][C:6]=2[N:7]=1. The yield is 0.300.